This data is from Forward reaction prediction with 1.9M reactions from USPTO patents (1976-2016). The task is: Predict the product of the given reaction. (1) Given the reactants [Br:1][C:2]1[C:3]([C:12]2[CH:17]=[CH:16][C:15]([F:18])=[CH:14][CH:13]=2)=[N:4][C:5](O)=[N:6][C:7]=1[CH:8]([CH3:10])[CH3:9].C(=O)([O-])[O-].[K+].[K+].C1(C)C=CC(S(Cl)(=O)=O)=CC=1.[CH3:36][NH:37][S:38]([CH3:41])(=[O:40])=[O:39], predict the reaction product. The product is: [Br:1][C:2]1[C:3]([C:12]2[CH:17]=[CH:16][C:15]([F:18])=[CH:14][CH:13]=2)=[N:4][C:5]([N:37]([CH3:36])[S:38]([CH3:41])(=[O:40])=[O:39])=[N:6][C:7]=1[CH:8]([CH3:10])[CH3:9]. (2) The product is: [Cl:1][C:2]1[C:7]([C:8]2[CH:13]=[CH:12][CH:11]=[C:10]([CH2:14][N:45]3[CH2:50][CH2:49][NH:48][CH2:47][CH2:46]3)[CH:9]=2)=[CH:6][C:5]([CH2:16][NH:17][C:18](=[O:44])[CH2:19][C:20]([NH:22][CH2:23][C:24]2[C:25]([NH:37][CH:38]3[CH2:39][CH2:40][O:41][CH2:42][CH2:43]3)=[C:26]3[CH:34]=[N:33][N:32]([CH2:35][CH3:36])[C:27]3=[N:28][C:29]=2[CH2:30][CH3:31])=[O:21])=[CH:4][CH:3]=1. Given the reactants [Cl:1][C:2]1[C:7]([C:8]2[CH:13]=[CH:12][CH:11]=[C:10]([CH:14]=O)[CH:9]=2)=[CH:6][C:5]([CH2:16][NH:17][C:18](=[O:44])[CH2:19][C:20]([NH:22][CH2:23][C:24]2[C:25]([NH:37][CH:38]3[CH2:43][CH2:42][O:41][CH2:40][CH2:39]3)=[C:26]3[CH:34]=[N:33][N:32]([CH2:35][CH3:36])[C:27]3=[N:28][C:29]=2[CH2:30][CH3:31])=[O:21])=[CH:4][CH:3]=1.[NH:45]1[CH2:50][CH2:49][NH:48][CH2:47][CH2:46]1.C(O)(=O)C, predict the reaction product.